Dataset: Catalyst prediction with 721,799 reactions and 888 catalyst types from USPTO. Task: Predict which catalyst facilitates the given reaction. Reactant: C([S:4][CH:5]([CH2:18][CH:19]([CH2:24][CH3:25])[CH2:20][CH2:21][CH2:22][CH3:23])[C:6]([NH:8][C@@H:9]([CH2:13][CH2:14][C:15]([NH2:17])=[O:16])[C:10]([OH:12])=[O:11])=[O:7])(=O)C.[OH-].[Na+].Cl. Product: [NH2:17][C:15](=[O:16])[CH2:14][CH2:13][C@H:9]([NH:8][C:6](=[O:7])[CH:5]([SH:4])[CH2:18][CH:19]([CH2:24][CH3:25])[CH2:20][CH2:21][CH2:22][CH3:23])[C:10]([OH:12])=[O:11]. The catalyst class is: 24.